The task is: Predict the reaction yield, written as a fraction of the theoretical maximum amount of product (1.0 means a 100% yield; for example, 0.34 means a 34% yield).. This data is from Reaction yield outcomes from USPTO patents with 853,638 reactions. (1) The reactants are [Cl:1][C:2]1[S:6][C:5]([C:7]([OH:9])=O)=[CH:4][C:3]=1[C:10]1[N:14]([CH3:15])[N:13]=[CH:12][C:11]=1[Cl:16].[NH2:17][C@@H:18]([CH2:31][C:32]1[CH:37]=[C:36]([F:38])[CH:35]=[CH:34][C:33]=1[F:39])[CH2:19][N:20]1[C:28](=[O:29])[C:27]2[C:22](=[CH:23][CH:24]=[CH:25][CH:26]=2)[C:21]1=[O:30].FC1C=CC=C(F)C=1C[C@@H](C(O)=O)N.C1CN([P+](Br)(N2CCCC2)N2CCCC2)CC1.F[P-](F)(F)(F)(F)F.CCN(C(C)C)C(C)C. The catalyst is C(Cl)(Cl)Cl. The product is [Cl:1][C:2]1[S:6][C:5]([C:7]([NH:17][C@H:18]([CH2:19][N:20]2[C:28](=[O:29])[C:27]3[C:22](=[CH:23][CH:24]=[CH:25][CH:26]=3)[C:21]2=[O:30])[CH2:31][C:32]2[CH:37]=[C:36]([F:38])[CH:35]=[CH:34][C:33]=2[F:39])=[O:9])=[CH:4][C:3]=1[C:10]1[N:14]([CH3:15])[N:13]=[CH:12][C:11]=1[Cl:16]. The yield is 0.360. (2) The reactants are [CH:1]([CH:3]1[CH2:6][N:5]([C:7]([O:9][C:10]([CH3:13])([CH3:12])[CH3:11])=[O:8])[CH2:4]1)=O.Cl.[C:15]1([CH:21]2[CH2:23][CH:22]2[NH2:24])[CH:20]=[CH:19][CH:18]=[CH:17][CH:16]=1.C(O)(=O)C.[BH-](OC(C)=O)(OC(C)=O)OC(C)=O.[Na+]. The catalyst is C(Cl)Cl. The product is [C:15]1([C@@H:21]2[CH2:23][C@H:22]2[NH:24][CH2:1][CH:3]2[CH2:6][N:5]([C:7]([O:9][C:10]([CH3:13])([CH3:12])[CH3:11])=[O:8])[CH2:4]2)[CH:20]=[CH:19][CH:18]=[CH:17][CH:16]=1. The yield is 0.570.